This data is from Forward reaction prediction with 1.9M reactions from USPTO patents (1976-2016). The task is: Predict the product of the given reaction. (1) Given the reactants [CH:1]([S:4][C:5]1[CH:13]=[CH:12][CH:11]=[CH:10][C:6]=1[C:7]([OH:9])=O)([CH3:3])[CH3:2].C(Cl)Cl.[CH2:17]([O:19][C:20]([C:22]1([NH2:31])[CH2:30][C:29]2[C:24](=[CH:25][CH:26]=[CH:27][CH:28]=2)[CH2:23]1)=[O:21])[CH3:18].CCN(C(C)C)C(C)C, predict the reaction product. The product is: [CH2:17]([O:19][C:20]([C:22]1([NH:31][C:7](=[O:9])[C:6]2[CH:10]=[CH:11][CH:12]=[CH:13][C:5]=2[S:4][CH:1]([CH3:2])[CH3:3])[CH2:30][C:29]2[C:24](=[CH:25][CH:26]=[CH:27][CH:28]=2)[CH2:23]1)=[O:21])[CH3:18]. (2) Given the reactants [F:1][C:2]([F:22])([F:21])[C:3]1[CH:8]=[CH:7][C:6]([C:9]2[CH:20]=[CH:19][C:12]3[NH:13][C:14](=[O:18])[CH2:15][CH2:16][S:17][C:11]=3[CH:10]=2)=[CH:5][CH:4]=1.C(N(CC)CC)C.[C:30](Cl)(=[O:35])[CH2:31][CH:32]([CH3:34])[CH3:33], predict the reaction product. The product is: [CH3:33][CH:32]([CH3:34])[CH2:31][C:30]([N:13]1[C:12]2[CH:19]=[CH:20][C:9]([C:6]3[CH:5]=[CH:4][C:3]([C:2]([F:1])([F:21])[F:22])=[CH:8][CH:7]=3)=[CH:10][C:11]=2[S:17][CH2:16][CH2:15][C:14]1=[O:18])=[O:35]. (3) The product is: [NH2:5]/[C:15](/[CH3:14])=[C:10](/[CH3:16])\[C:11]([O:3][CH2:1][CH3:2])=[O:8]. Given the reactants [C:1]([O-])(=[O:3])[CH3:2].[NH4+:5].C(O)(=[O:8])C.[C:10]1([CH3:16])[CH:15]=[CH:14]C=C[CH:11]=1, predict the reaction product. (4) Given the reactants C1(P(C2C=CC=CC=2)C2C=CC=CC=2)C=CC=CC=1.N(C(OC(C)C)=O)=NC(OC(C)C)=O.[Cl:34][C:35]1[CH:40]=[CH:39][C:38]([CH2:41][C:42]2[C:51]3[C:46](=[CH:47][CH:48]=[CH:49][CH:50]=3)[C:45](=[O:52])[NH:44][N:43]=2)=[CH:37][CH:36]=1.O[CH:54]1[CH2:59][CH2:58][N:57]([C:60]([O:62][C:63]([CH3:66])([CH3:65])[CH3:64])=[O:61])[CH2:56][CH2:55]1, predict the reaction product. The product is: [Cl:34][C:35]1[CH:36]=[CH:37][C:38]([CH2:41][C:42]2[C:51]3[C:46](=[CH:47][CH:48]=[CH:49][CH:50]=3)[C:45](=[O:52])[N:44]([CH:54]3[CH2:59][CH2:58][N:57]([C:60]([O:62][C:63]([CH3:66])([CH3:65])[CH3:64])=[O:61])[CH2:56][CH2:55]3)[N:43]=2)=[CH:39][CH:40]=1. (5) The product is: [CH2:1]([O:8][C:9]([NH:11][C@H:12]1[CH2:17][CH2:16][N:15]([C:18]2[CH:19]=[C:20]([CH:25]=[CH:26][CH:27]=2)[C:21]([OH:23])=[O:22])[CH2:14][C@H:13]1[O:28][CH3:29])=[O:10])[C:2]1[CH:7]=[CH:6][CH:5]=[CH:4][CH:3]=1. Given the reactants [CH2:1]([O:8][C:9]([NH:11][C@H:12]1[CH2:17][CH2:16][N:15]([C:18]2[CH:19]=[C:20]([CH:25]=[CH:26][CH:27]=2)[C:21]([O:23]C)=[O:22])[CH2:14][C@H:13]1[O:28][CH3:29])=[O:10])[C:2]1[CH:7]=[CH:6][CH:5]=[CH:4][CH:3]=1.[OH-].[Na+].Cl, predict the reaction product. (6) Given the reactants Cl.[NH2:2][C@H:3]([C:29]1[CH:34]=[CH:33][CH:32]=[CH:31][C:30]=1[Cl:35])[C:4]1[S:5][C:6]2[C:12]([C:13]3[CH:18]=[C:17]([C:19]([OH:28])([C:24]([F:27])([F:26])[F:25])[C:20]([F:23])([F:22])[F:21])[CH:16]=[CH:15][N:14]=3)=[CH:11][CH:10]=[CH:9][C:7]=2[CH:8]=1.[O:36]1[C:42]2[CH:43]=[CH:44][C:45]([S:47](Cl)(=[O:49])=[O:48])=[CH:46][C:41]=2[O:40][CH2:39][CH2:38][CH2:37]1.C(N(C(C)C)C(C)C)C, predict the reaction product. The product is: [Cl:35][C:30]1[CH:31]=[CH:32][CH:33]=[CH:34][C:29]=1[C@H:3]([C:4]1[S:5][C:6]2[C:12]([C:13]3[CH:18]=[C:17]([C:19]([OH:28])([C:20]([F:21])([F:22])[F:23])[C:24]([F:25])([F:26])[F:27])[CH:16]=[CH:15][N:14]=3)=[CH:11][CH:10]=[CH:9][C:7]=2[CH:8]=1)[NH:2][S:47]([C:45]1[CH:44]=[CH:43][C:42]2[O:36][CH2:37][CH2:38][CH2:39][O:40][C:41]=2[CH:46]=1)(=[O:48])=[O:49]. (7) Given the reactants [Br:1][C:2]1[CH:8]=[CH:7][C:6]([O:9][CH3:10])=[C:4]([OH:5])[C:3]=1[OH:11].Br[CH2:13]Br.[F-].[K+].O, predict the reaction product. The product is: [Br:1][C:2]1[C:3]2[O:11][CH2:13][O:5][C:4]=2[C:6]([O:9][CH3:10])=[CH:7][CH:8]=1. (8) Given the reactants [OH:1][C@@H:2]([CH2:6][C:7]1[CH:12]=[CH:11][CH:10]=[CH:9][CH:8]=1)[C:3]([OH:5])=[O:4].CO[C:15](OC)([CH3:17])[CH3:16], predict the reaction product. The product is: [CH2:6]([C@@H:2]1[O:1][C:15]([CH3:17])([CH3:16])[O:4][C:3]1=[O:5])[C:7]1[CH:12]=[CH:11][CH:10]=[CH:9][CH:8]=1.